Dataset: Peptide-MHC class II binding affinity with 134,281 pairs from IEDB. Task: Regression. Given a peptide amino acid sequence and an MHC pseudo amino acid sequence, predict their binding affinity value. This is MHC class II binding data. (1) The peptide sequence is KTHVQLSLPVLQVRD. The MHC is DRB1_0401 with pseudo-sequence DRB1_0401. The binding affinity (normalized) is 0.395. (2) The peptide sequence is YDKFLAAVSTVLTGK. The MHC is DRB1_1602 with pseudo-sequence DRB1_1602. The binding affinity (normalized) is 1.00. (3) The peptide sequence is GVTCGPGHGISVGSL. The MHC is DRB1_1602 with pseudo-sequence DRB1_1602. The binding affinity (normalized) is 0.0303. (4) The peptide sequence is VKKYFAATQFEPLAA. The MHC is HLA-DPA10201-DPB10501 with pseudo-sequence HLA-DPA10201-DPB10501. The binding affinity (normalized) is 0.733.